This data is from Peptide-MHC class I binding affinity with 185,985 pairs from IEDB/IMGT. The task is: Regression. Given a peptide amino acid sequence and an MHC pseudo amino acid sequence, predict their binding affinity value. This is MHC class I binding data. (1) The peptide sequence is STLELRSRY. The MHC is HLA-A26:01 with pseudo-sequence HLA-A26:01. The binding affinity (normalized) is 0.0847. (2) The peptide sequence is TMGAASITL. The MHC is HLA-A69:01 with pseudo-sequence HLA-A69:01. The binding affinity (normalized) is 0.430. (3) The peptide sequence is RRMGGLRKY. The MHC is HLA-A02:01 with pseudo-sequence HLA-A02:01. The binding affinity (normalized) is 0.0847. (4) The peptide sequence is IRYLGVLLY. The MHC is HLA-A30:01 with pseudo-sequence HLA-A30:01. The binding affinity (normalized) is 0.0847. (5) The peptide sequence is ITIPIGLYL. The MHC is HLA-B57:01 with pseudo-sequence HLA-B57:01. The binding affinity (normalized) is 0.459. (6) The peptide sequence is AEQATSNYY. The MHC is Mamu-A11 with pseudo-sequence Mamu-A11. The binding affinity (normalized) is 0.285. (7) The peptide sequence is NMVSDTIMKR. The MHC is HLA-A68:01 with pseudo-sequence HLA-A68:01. The binding affinity (normalized) is 0.582.